Dataset: Full USPTO retrosynthesis dataset with 1.9M reactions from patents (1976-2016). Task: Predict the reactants needed to synthesize the given product. (1) Given the product [F:22][C:12]1[CH:11]=[C:10]([N:9]2[CH2:8][C@H:7]([CH2:6][N:5]3[C:4](=[O:24])[C:3]4=[CH:25][CH:26]=[CH:27][CH:28]=[C:2]4[C:1]3=[O:29])[O:23][C:30]2=[O:31])[CH:15]=[CH:14][C:13]=1[N:16]1[CH2:17][CH2:18][O:19][CH2:20][CH2:21]1, predict the reactants needed to synthesize it. The reactants are: [C:1]1(=[O:29])[N:5]([CH2:6][C@H:7]([OH:23])[CH2:8][NH:9][C:10]2[CH:15]=[CH:14][C:13]([N:16]3[CH2:21][CH2:20][O:19][CH2:18][CH2:17]3)=[C:12]([F:22])[CH:11]=2)[C:4](=[O:24])[C:3]2=[CH:25][CH:26]=[CH:27][CH:28]=[C:2]12.[C:30](C1NC=CN=1)(C1NC=CN=1)=[O:31]. (2) Given the product [CH3:42][C:37]1[C:36]([C:32]2[CH:31]=[C:30]([C:28]3[CH2:27][C:26](=[O:43])[NH:19][C:9]4[CH:10]=[C:11]([N:14]5[CH:18]=[CH:17][CH:16]=[CH:15]5)[CH:12]=[CH:13][C:8]=4[N:7]=3)[CH:35]=[CH:34][CH:33]=2)=[CH:41][CH:40]=[CH:39][N:38]=1, predict the reactants needed to synthesize it. The reactants are: C(OC(=O)[NH:7][C:8]1[CH:13]=[CH:12][C:11]([N:14]2[CH:18]=[CH:17][CH:16]=[CH:15]2)=[CH:10][C:9]=1[NH2:19])(C)(C)C.C(O[C:26](=[O:43])[CH2:27][C:28]([C:30]1[CH:35]=[CH:34][CH:33]=[C:32]([C:36]2[C:37]([CH3:42])=[N:38][CH:39]=[CH:40][CH:41]=2)[CH:31]=1)=O)(C)(C)C. (3) Given the product [CH2:28]([Cl:30])[Cl:29].[CH3:14][OH:15].[NH4+:3].[OH-:19].[CH3:1][C:2]1[CH:11]=[CH:10][C:9]2[CH2:8][CH2:7][CH2:6][C@@H:5]([NH:12][C:16](=[O:17])[CH3:18])[C:4]=2[N:3]=1, predict the reactants needed to synthesize it. The reactants are: [CH3:1][C:2]1[CH:11]=[CH:10][C:9]2[CH2:8][CH2:7][CH2:6][CH:5]([NH2:12])[C:4]=2[N:3]=1.C[CH2:14][O:15][C:16]([CH3:18])=[O:17].[O:19](C(C)C)C(C)C.CO.[CH2:28]([Cl:30])[Cl:29]. (4) Given the product [CH:34]([C:37]1[C:44]([O:3][CH3:2])=[C:43]([Br:45])[CH:42]=[C:41]([CH:46]([CH3:48])[CH3:47])[C:38]=1[CH:39]=[CH2:24])([CH3:36])[CH3:35], predict the reactants needed to synthesize it. The reactants are: [Cl-].[CH3:2][O:3]C[P+](C1C=CC=CC=1)(C1C=CC=CC=1)C1C=CC=CC=1.[CH3:24][Si](C)(C)[N-][Si](C)(C)C.[Li+].[CH:34]([C:37]1[CH:44]=[C:43]([Br:45])[CH:42]=[C:41]([CH:46]([CH3:48])[CH3:47])[C:38]=1[CH:39]=O)([CH3:36])[CH3:35]. (5) Given the product [F:21][C:22]1[C:27]([F:28])=[CH:26][CH:25]=[CH:24][C:23]=1[C:2]1[N:7]=[C:6]([N:8]2[CH2:13][CH2:12][N:11]([C:14]([O:16][C:17]([CH3:20])([CH3:19])[CH3:18])=[O:15])[CH2:10][CH2:9]2)[CH:5]=[CH:4][N:3]=1, predict the reactants needed to synthesize it. The reactants are: Cl[C:2]1[N:7]=[C:6]([N:8]2[CH2:13][CH2:12][N:11]([C:14]([O:16][C:17]([CH3:20])([CH3:19])[CH3:18])=[O:15])[CH2:10][CH2:9]2)[CH:5]=[CH:4][N:3]=1.[F:21][C:22]1[C:27]([F:28])=[CH:26][CH:25]=[CH:24][C:23]=1B(O)O.C(=O)([O-])[O-].[Na+].[Na+].C1(C)C=CC=CC=1. (6) Given the product [Br:1][C:2]1[CH:3]=[N:4][N:5]2[CH:10]=[CH:9][C:8]([C:11]([OH:13])=[O:12])=[N:7][C:6]=12, predict the reactants needed to synthesize it. The reactants are: [Br:1][C:2]1[CH:3]=[N:4][N:5]2[CH:10]=[CH:9][C:8]([C:11]([O:13]CC)=[O:12])=[N:7][C:6]=12.[OH-].[Na+].Cl.